This data is from Full USPTO retrosynthesis dataset with 1.9M reactions from patents (1976-2016). The task is: Predict the reactants needed to synthesize the given product. (1) The reactants are: CC([O-])(C)C.[K+].O1[CH2:12][CH2:11][O:10][CH2:9][CH2:8]1.[NH2:13][C:14]1[S:15][C:16]([CH2:21][CH2:22][N:23]2CCOCC2)=[CH:17][C:18]=1[C:19]#[N:20].[C:29]([C:33]1[S:37][C:36]([C:38]#[N:39])=[CH:35][CH:34]=1)([CH3:32])([CH3:31])[CH3:30]. Given the product [C:29]([C:33]1[S:37][C:36]([C:38]2[N:39]=[C:19]([NH2:20])[C:18]3[CH:17]=[C:16]([CH2:21][CH2:22][N:23]4[CH2:12][CH2:11][O:10][CH2:9][CH2:8]4)[S:15][C:14]=3[N:13]=2)=[CH:35][CH:34]=1)([CH3:32])([CH3:30])[CH3:31], predict the reactants needed to synthesize it. (2) The reactants are: C(OC([N:8]1[CH2:13][CH2:12][N:11]([C:14](=[O:27])[CH2:15][CH2:16][C:17]2[C:25]3[C:24](=[O:26])[CH2:23][CH2:22][CH2:21][C:20]=3[NH:19][CH:18]=2)[CH2:10][CH2:9]1)=O)(C)(C)C.FC(F)(F)C(O)=O. Given the product [O:27]=[C:14]([N:11]1[CH2:10][CH2:9][NH:8][CH2:13][CH2:12]1)[CH2:15][CH2:16][C:17]1[C:25]2[C:24](=[O:26])[CH2:23][CH2:22][CH2:21][C:20]=2[NH:19][CH:18]=1, predict the reactants needed to synthesize it.